From a dataset of Full USPTO retrosynthesis dataset with 1.9M reactions from patents (1976-2016). Predict the reactants needed to synthesize the given product. (1) The reactants are: C(OC(=O)[NH:10][CH2:11][CH2:12][C:13]1[N:14]([CH2:19][CH3:20])[N:15]=[C:16]([CH3:18])[CH:17]=1)C1C=CC=CC=1. Given the product [CH2:19]([N:14]1[C:13]([CH2:12][CH2:11][NH2:10])=[CH:17][C:16]([CH3:18])=[N:15]1)[CH3:20], predict the reactants needed to synthesize it. (2) Given the product [C:1](/[C:20](=[CH:15]/[CH2:25][CH3:10])/[CH:19]=[CH:18]/[C:17](=[O:24])[CH3:16])([CH2:4][CH3:5])([CH3:3])[CH3:2].[CH3:11][C:10]([CH3:14])([C:40](=[O:44])[CH2:41][CH2:42][CH3:43])[CH2:12][CH3:13], predict the reactants needed to synthesize it. The reactants are: [C:1]([Mg]Cl)([CH2:4][CH3:5])([CH3:3])[CH3:2].[Mg].Cl[C:10]([CH3:14])([CH2:12][CH3:13])[CH3:11].[CH:15]1([CH3:25])[CH2:20][CH2:19][CH:18](C(C)C)[CH:17]([OH:24])[CH2:16]1.N1C2C(=CC=C3C=2N=CC=C3)C=CC=1.[C:40](Cl)(=[O:44])[CH2:41][CH2:42][CH3:43]. (3) Given the product [ClH:8].[ClH:8].[F:11][C:12]1[N:17]=[CH:16][C:15]([CH:18]2[C:22]3[C:23]([CH3:35])=[C:24]([N:29]4[CH2:30][CH2:31][N:32]([CH2:7][C:6]5[CH:9]=[CH:10][C:3]([O:2][CH3:1])=[CH:4][CH:5]=5)[CH2:33][CH2:34]4)[C:25]([CH3:28])=[C:26]([CH3:27])[C:21]=3[O:20][C:19]2([CH3:37])[CH3:36])=[CH:14][CH:13]=1, predict the reactants needed to synthesize it. The reactants are: [CH3:1][O:2][C:3]1[CH:10]=[CH:9][C:6]([CH2:7][Cl:8])=[CH:5][CH:4]=1.[F:11][C:12]1[N:17]=[CH:16][C:15]([CH:18]2[C:22]3[C:23]([CH3:35])=[C:24]([N:29]4[CH2:34][CH2:33][NH:32][CH2:31][CH2:30]4)[C:25]([CH3:28])=[C:26]([CH3:27])[C:21]=3[O:20][C:19]2([CH3:37])[CH3:36])=[CH:14][CH:13]=1.C(=O)([O-])[O-].[K+].[K+].O.